The task is: Binary Classification. Given a drug SMILES string, predict its activity (active/inactive) in a high-throughput screening assay against a specified biological target.. This data is from Serine/threonine kinase 33 screen with 319,792 compounds. (1) The molecule is O1C(CN2CCCC2)COC1C(CCCC)CC. The result is 0 (inactive). (2) The molecule is S=c1n(N\C=C2\C=CC(=O)C=C2)c(n[nH]1)c1ccccc1. The result is 1 (active). (3) The drug is S1CCOC(C(=O)Nc2ccc(C(=O)NCCCN3CC(N(CC3)c3cc(ccc3)C)C)cc2)=C1. The result is 1 (active). (4) The compound is BrC=1C(/C=C(OCC)C(=O)C1)=C/Nn1cnnc1. The result is 0 (inactive). (5) The compound is Fc1ccc(OCC(=O)c2c(O)cc(O)cc2O)cc1. The result is 0 (inactive). (6) The drug is Brc1cc(C(=O)COC(=O)c2ncccc2)ccc1. The result is 0 (inactive).